From a dataset of Full USPTO retrosynthesis dataset with 1.9M reactions from patents (1976-2016). Predict the reactants needed to synthesize the given product. (1) Given the product [Cl:1][CH2:2][C:3]([N:11]1[CH2:10][CH2:9][N:8]([C:14]2[CH:19]=[CH:18][C:17]([N:20]3[CH2:24][C@H:23]([CH2:25][O:26][C:27]4[CH:31]=[CH:30][O:29][N:28]=4)[O:22][C:21]3=[O:32])=[CH:16][C:15]=2[F:33])[CH2:13][CH2:12]1)=[O:4], predict the reactants needed to synthesize it. The reactants are: [Cl:1][CH2:2][C:3](Cl)=[O:4].Cl.Cl.[N:8]1([C:14]2[CH:19]=[CH:18][C:17]([N:20]3[CH2:24][C@H:23]([CH2:25][O:26][C:27]4[CH:31]=[CH:30][O:29][N:28]=4)[O:22][C:21]3=[O:32])=[CH:16][C:15]=2[F:33])[CH2:13][CH2:12][NH:11][CH2:10][CH2:9]1.C(N(CC)CC)C. (2) Given the product [CH3:1][C:2]1[N:3]([C:58]2[CH:63]=[CH:62][CH:61]=[CH:60][CH:59]=2)[C:4]([C:10]2[CH:15]=[CH:14][CH:13]=[CH:12][CH:11]=2)=[CH:5][C:6]=1[C:7]([NH:24][C:39]1[CH:44]=[CH:43][CH:42]=[CH:41][CH:40]=1)=[O:9], predict the reactants needed to synthesize it. The reactants are: [CH3:1][C:2]1[N:3](C2C=CC=CC=2)[C:4]([C:10]2[CH:15]=[CH:14][CH:13]=[CH:12][CH:11]=2)=[CH:5][C:6]=1[C:7]([OH:9])=O.CC1[N:24]([C:39]2[CH:44]=[CH:43][CH:42]=[CH:41][CH:40]=2)C(C2C=CC=CC=2)=CC=1C(OCC)=O.Cl.C(N=C=NCCCN(C)C)C.N[C:58]1[CH:63]=[CH:62][CH:61]=[CH:60][CH:59]=1. (3) The reactants are: [N:1]1([C:7]2[C:8]3[N:9]([CH:18]=[C:19]([C:21]([O:23][CH2:24][CH3:25])=[O:22])[N:20]=3)[C:10]([C:13]3[S:14][CH:15]=[CH:16][CH:17]=3)=[CH:11][N:12]=2)[CH2:6][CH2:5][NH:4][CH2:3][CH2:2]1.[CH3:26]O.C=O. Given the product [CH3:26][N:4]1[CH2:3][CH2:2][N:1]([C:7]2[C:8]3[N:9]([CH:18]=[C:19]([C:21]([O:23][CH2:24][CH3:25])=[O:22])[N:20]=3)[C:10]([C:13]3[S:14][CH:15]=[CH:16][CH:17]=3)=[CH:11][N:12]=2)[CH2:6][CH2:5]1, predict the reactants needed to synthesize it. (4) Given the product [CH3:19][O:20][C:21]([C@:23]1([CH3:1])[CH2:27][C@H:26]([NH2:28])[CH2:25][N:24]1[CH2:29][CH:30]1[CH2:35][CH2:34][CH2:33][CH2:32][CH2:31]1)=[O:22], predict the reactants needed to synthesize it. The reactants are: [CH3:1]OC([C@]1(C)C[C@@H](O)CN1C(OC(C)(C)C)=O)=O.[CH3:19][O:20][C:21]([C@@H:23]1[CH2:27][C@H:26]([NH2:28])[CH2:25][N:24]1[CH2:29][CH:30]1[CH2:35][CH2:34][CH2:33][CH2:32][CH2:31]1)=[O:22]. (5) Given the product [S:25]1[C:21]2[CH:20]=[CH:19][C:18]([C:2]3[CH:7]=[CH:6][C:5]([OH:8])=[C:4]([F:9])[CH:3]=3)=[CH:26][C:22]=2[N:23]=[CH:24]1, predict the reactants needed to synthesize it. The reactants are: Br[C:2]1[CH:7]=[CH:6][C:5]([OH:8])=[C:4]([F:9])[CH:3]=1.CC1(C)C(C)(C)OB([C:18]2[CH:19]=[CH:20][C:21]3[S:25][CH:24]=[N:23][C:22]=3[CH:26]=2)O1. (6) The reactants are: [Br:1][C:2]1[CH:7]=[CH:6][C:5]([C:8]2([CH3:15])[NH:12]C(=O)N[C:9]2=[O:14])=[CH:4][CH:3]=1.[OH-:16].[Na+].Cl. Given the product [NH2:12][C:8]([C:5]1[CH:6]=[CH:7][C:2]([Br:1])=[CH:3][CH:4]=1)([CH3:15])[C:9]([OH:16])=[O:14], predict the reactants needed to synthesize it. (7) Given the product [F:34][C:2]([F:33])([F:1])[C:3]1[CH:4]=[C:5]([CH:6]=[C:7]([C:9]([F:10])([F:11])[F:12])[CH:8]=1)[C:13]([N:15]1[CH2:20][CH2:19][C@H:18]([N:21]2[CH2:26][CH2:25][N:24]([CH2:42][C:43]([N:45]([CH3:47])[CH3:46])=[O:44])[CH2:23][CH2:22]2)[C@H:17]([C:27]2[CH:32]=[CH:31][CH:30]=[CH:29][CH:28]=2)[CH2:16]1)=[O:14], predict the reactants needed to synthesize it. The reactants are: [F:1][C:2]([F:34])([F:33])[C:3]1[CH:4]=[C:5]([C:13]([N:15]2[CH2:20][CH2:19][C@H:18]([N:21]3[CH2:26][CH2:25][NH:24][CH2:23][CH2:22]3)[C@H:17]([C:27]3[CH:32]=[CH:31][CH:30]=[CH:29][CH:28]=3)[CH2:16]2)=[O:14])[CH:6]=[C:7]([C:9]([F:12])([F:11])[F:10])[CH:8]=1.C(=O)([O-])[O-].[K+].[K+].Cl[CH2:42][C:43]([N:45]([CH3:47])[CH3:46])=[O:44].O.